This data is from Full USPTO retrosynthesis dataset with 1.9M reactions from patents (1976-2016). The task is: Predict the reactants needed to synthesize the given product. (1) Given the product [Cl-:23].[C:18]([O:2][C:3]1[CH:11]=[C:10]2[C:6]([CH2:7][CH2:8][CH:9]2[CH2:12][C:13]2[N:14]=[CH:15][NH2+:16][CH:17]=2)=[CH:5][CH:4]=1)(=[O:22])[CH2:19][CH2:20][CH3:21], predict the reactants needed to synthesize it. The reactants are: [Cl-].[OH:2][C:3]1[CH:11]=[C:10]2[C:6]([CH2:7][CH2:8][CH:9]2[CH2:12][C:13]2[N:14]=[CH:15][NH2+:16][CH:17]=2)=[CH:5][CH:4]=1.[C:18]([Cl:23])(=[O:22])[CH2:19][CH2:20][CH3:21]. (2) The reactants are: [ClH:1].[CH3:2][S:3]([N:6]1[CH2:10][CH2:9][C@H:8]([NH:11]C(=O)OC(C)(C)C)[CH2:7]1)(=[O:5])=[O:4]. Given the product [ClH:1].[CH3:2][S:3]([N:6]1[CH2:10][CH2:9][C@H:8]([NH2:11])[CH2:7]1)(=[O:5])=[O:4], predict the reactants needed to synthesize it. (3) Given the product [Cl:25][C:23]1[N:22]=[C:21]2[N:26]([CH:29]3[CH2:34][CH2:33][CH2:32][CH2:31][O:30]3)[N:27]=[CH:28][C:20]2=[C:19]([C:42]2[CH:41]=[C:40]([NH:39][C:35](=[O:38])[CH:36]=[CH2:37])[CH:45]=[CH:44][CH:43]=2)[N:24]=1, predict the reactants needed to synthesize it. The reactants are: ClC1N=C(Cl)N=C2NN=CC=12.O1C=CCCC1.Cl[C:19]1[N:24]=[C:23]([Cl:25])[N:22]=[C:21]2[N:26]([CH:29]3[CH2:34][CH2:33][CH2:32][CH2:31][O:30]3)[N:27]=[CH:28][C:20]=12.[C:35]([NH:39][C:40]1[CH:41]=[C:42](B(O)O)[CH:43]=[CH:44][CH:45]=1)(=[O:38])[CH:36]=[CH2:37]. (4) Given the product [F:1][C:2]1[CH:7]=[C:6]([F:8])[CH:5]=[CH:4][C:3]=1[C:9]1[N:10]=[C:11]2[N:15]([C:16]=1[C:17]1[CH:18]=[N:19][C:20]([NH:26][NH2:27])=[N:21][CH:22]=1)[CH:14]=[CH:13][O:12]2, predict the reactants needed to synthesize it. The reactants are: [F:1][C:2]1[CH:7]=[C:6]([F:8])[CH:5]=[CH:4][C:3]=1[C:9]1[N:10]=[C:11]2[N:15]([C:16]=1[C:17]1[CH:18]=[N:19][C:20](S(C)=O)=[N:21][CH:22]=1)[CH:14]=[CH:13][O:12]2.[NH2:26][NH2:27].